This data is from Full USPTO retrosynthesis dataset with 1.9M reactions from patents (1976-2016). The task is: Predict the reactants needed to synthesize the given product. (1) Given the product [Cl:55][C:56]1[CH:61]=[C:60]([CH3:62])[CH:59]=[CH:58][C:57]=1[NH:63][C:29]([CH2:28][CH:19]([C:5]1[C:4]([CH:1]2[CH2:2][CH2:3]2)=[C:8]([CH:9]2[CH2:10][CH:11]([CH2:13][CH:14]([CH2:15][CH3:16])[CH2:17][CH3:18])[CH2:12]2)[O:7][N:6]=1)[CH2:20][C:21]([O:23][C:24]([CH3:25])([CH3:27])[CH3:26])=[O:22])=[O:31], predict the reactants needed to synthesize it. The reactants are: [CH:1]1([C:4]2[C:5]([CH:19]([CH2:28][C:29]([O-:31])=O)[CH2:20][C:21]([O:23][C:24]([CH3:27])([CH3:26])[CH3:25])=[O:22])=[N:6][O:7][C:8]=2[CH:9]2[CH2:12][CH:11]([CH2:13][CH:14]([CH2:17][CH3:18])[CH2:15][CH3:16])[CH2:10]2)[CH2:3][CH2:2]1.C1C=CC2N(O)N=NC=2C=1.O.CCN=C=NCCCN(C)C.Cl.[Cl:55][C:56]1[CH:61]=[C:60]([CH3:62])[CH:59]=[CH:58][C:57]=1[NH2:63]. (2) Given the product [CH3:30][C@H:31]1[CH2:32][N:33]([C:37]([O:39][C:40]([CH3:41])([CH3:43])[CH3:42])=[O:38])[CH2:34][CH2:35][N:36]1[C:1]([O:2][CH2:3][C:4]1[CH:5]=[C:6]([CH3:11])[N:7]=[C:8]([CH3:10])[CH:9]=1)=[O:22], predict the reactants needed to synthesize it. The reactants are: [C:1](=[O:22])(OC1C=CC([N+]([O-])=O)=CC=1)[O:2][CH2:3][C:4]1[CH:9]=[C:8]([CH3:10])[N:7]=[C:6]([CH3:11])[CH:5]=1.CCN(CC)CC.[CH3:30][C@@H:31]1[NH:36][CH2:35][CH2:34][N:33]([C:37]([O:39][C:40]([CH3:43])([CH3:42])[CH3:41])=[O:38])[CH2:32]1. (3) The reactants are: [CH2:1]([C:8]1[CH:9]=[N:10][C:11]2[C:16]([C:17]=1[C:18]1[CH:19]=[C:20]([NH2:24])[CH:21]=[CH:22][CH:23]=1)=[CH:15][CH:14]=[CH:13][C:12]=2[C:25]([F:28])([F:27])[F:26])[C:2]1[CH:7]=[CH:6][CH:5]=[CH:4][CH:3]=1.[F:29][C:30]1[CH:31]=[CH:32][C:33]([C:38]([F:41])([F:40])[F:39])=[C:34]([CH:37]=1)[CH:35]=O. Given the product [CH2:1]([C:8]1[CH:9]=[N:10][C:11]2[C:16]([C:17]=1[C:18]1[CH:19]=[C:20]([NH:24][CH2:35][C:34]3[CH:37]=[C:30]([F:29])[CH:31]=[CH:32][C:33]=3[C:38]([F:40])([F:39])[F:41])[CH:21]=[CH:22][CH:23]=1)=[CH:15][CH:14]=[CH:13][C:12]=2[C:25]([F:28])([F:26])[F:27])[C:2]1[CH:3]=[CH:4][CH:5]=[CH:6][CH:7]=1, predict the reactants needed to synthesize it. (4) Given the product [CH2:1]([O:8][C:9](=[O:36])[N:10]([N:15]1[C:24](=[O:25])[C:23]2[C:18](=[CH:19][C:20]([CH:32]([CH3:34])[CH3:33])=[C:21]([C:26]3[N:27]([CH3:31])[N:28]=[CH:29][CH:30]=3)[CH:22]=2)[N:17]([C:37](=[O:39])[CH3:38])[C:16]1=[O:35])[S:11]([CH3:14])(=[O:13])=[O:12])[C:2]1[CH:7]=[CH:6][CH:5]=[CH:4][CH:3]=1, predict the reactants needed to synthesize it. The reactants are: [CH2:1]([O:8][C:9](=[O:36])[N:10]([N:15]1[C:24](=[O:25])[C:23]2[C:18](=[CH:19][C:20]([CH:32]([CH3:34])[CH3:33])=[C:21]([C:26]3[N:27]([CH3:31])[N:28]=[CH:29][CH:30]=3)[CH:22]=2)[NH:17][C:16]1=[O:35])[S:11]([CH3:14])(=[O:13])=[O:12])[C:2]1[CH:7]=[CH:6][CH:5]=[CH:4][CH:3]=1.[C:37](Cl)(=[O:39])[CH3:38]. (5) Given the product [O:8]1[C:12]([C:13]2[CH:18]=[CH:17][C:16]([NH:19][C:20]3[N:21]=[C:22]([NH:1][C:2]4[CH:7]=[CH:6][CH:5]=[CH:4][CH:3]=4)[C:23]4[CH2:29][NH:28][CH2:27][CH2:26][C:24]=4[N:25]=3)=[CH:15][CH:14]=2)=[CH:11][N:10]=[CH:9]1, predict the reactants needed to synthesize it. The reactants are: [NH2:1][C:2]1[CH:7]=[CH:6][CH:5]=[CH:4][CH:3]=1.[O:8]1[C:12]([C:13]2[CH:18]=[CH:17][C:16]([NH:19][C:20]3[N:21]=[C:22](OS(C(F)(F)F)(=O)=O)[C:23]4[CH2:29][N:28](C(OC(C)(C)C)=O)[CH2:27][CH2:26][C:24]=4[N:25]=3)=[CH:15][CH:14]=2)=[CH:11][N:10]=[CH:9]1.Cl. (6) The reactants are: C1(OC(N2C[C@@H](P(C3C=CC=CC=3)C3C=CC=CC=3)C[C@H]2CP(C2C=CC=CC=2)C2C=CC=CC=2)=O)C=CC=CC=1.[CH:42](=[C:49]([CH2:53][C:54]([N:56]1[CH2:64][C@H:63]2[C@H:58]([CH2:59][CH2:60][CH2:61][CH2:62]2)[CH2:57]1)=[O:55])[C:50]([OH:52])=[O:51])[C:43]1[CH:48]=[CH:47][CH:46]=[CH:45][CH:44]=1. Given the product [CH:46]1[CH:45]=[CH:44][C:43]([CH2:42][C@H:49]([C:50]([OH:52])=[O:51])[CH2:53][C:54]([N:56]2[CH2:57][C@H:58]3[C@H:63]([CH2:62][CH2:61][CH2:60][CH2:59]3)[CH2:64]2)=[O:55])=[CH:48][CH:47]=1, predict the reactants needed to synthesize it.